Dataset: Peptide-MHC class I binding affinity with 185,985 pairs from IEDB/IMGT. Task: Regression. Given a peptide amino acid sequence and an MHC pseudo amino acid sequence, predict their binding affinity value. This is MHC class I binding data. (1) The binding affinity (normalized) is 0.596. The MHC is HLA-A01:01 with pseudo-sequence HLA-A01:01. The peptide sequence is TSKFLMGTY. (2) The peptide sequence is IFLIITKVF. The MHC is HLA-B18:01 with pseudo-sequence HLA-B18:01. The binding affinity (normalized) is 0.0847. (3) The peptide sequence is KAVYNLATA. The MHC is H-2-Db with pseudo-sequence H-2-Db. The binding affinity (normalized) is 0.459. (4) The peptide sequence is STSPRMLTP. The MHC is HLA-B07:02 with pseudo-sequence HLA-B07:02. The binding affinity (normalized) is 0. (5) The peptide sequence is GSDGGLDDY. The MHC is HLA-A31:01 with pseudo-sequence HLA-A31:01. The binding affinity (normalized) is 0.0847. (6) The peptide sequence is TEAFEKMVSL. The MHC is HLA-B18:01 with pseudo-sequence HLA-B18:01. The binding affinity (normalized) is 0.321. (7) The peptide sequence is ALLAGFMAY. The MHC is HLA-B15:01 with pseudo-sequence HLA-B15:01. The binding affinity (normalized) is 0.988. (8) The peptide sequence is VASVELPNSL. The MHC is HLA-B57:01 with pseudo-sequence HLA-B57:01. The binding affinity (normalized) is 0.222.